Dataset: Catalyst prediction with 721,799 reactions and 888 catalyst types from USPTO. Task: Predict which catalyst facilitates the given reaction. Reactant: C(O[C:6]([C@@H:8]([NH:14][C:15]([O:17][C:18]([CH3:21])([CH3:20])[CH3:19])=[O:16])[CH2:9][CH2:10][C:11]([OH:13])=[O:12])=[O:7])(C)(C)C.[N+:22]([O:25][C@H:26]([CH2:29][O:30][N+:31]([O-:33])=[O:32])[CH2:27][OH:28])([O-:24])=[O:23].[CH3:34][C:35]1[CH:40]=CN=C(N)[C:36]=1C. Product: [C:18]([O:17][C:15]([NH:14][C@@H:8]([CH2:9][CH2:10][C:11]([O:13][C:35]([CH3:40])([CH3:36])[CH3:34])=[O:12])[C:6]([O:28][CH2:27][C@H:26]([O:25][N+:22]([O-:24])=[O:23])[CH2:29][O:30][N+:31]([O-:33])=[O:32])=[O:7])=[O:16])([CH3:19])([CH3:20])[CH3:21]. The catalyst class is: 4.